Dataset: Forward reaction prediction with 1.9M reactions from USPTO patents (1976-2016). Task: Predict the product of the given reaction. (1) The product is: [C:13]([NH:12][C:10]1[S:11][C:7]([C:6]2[CH:5]=[C:4]([S:18]([Cl:17])(=[O:20])=[O:19])[S:3][C:2]=2[Br:1])=[C:8]([CH3:16])[N:9]=1)(=[O:15])[CH3:14]. Given the reactants [Br:1][C:2]1[S:3][CH:4]=[CH:5][C:6]=1[C:7]1[S:11][C:10]([NH:12][C:13](=[O:15])[CH3:14])=[N:9][C:8]=1[CH3:16].[Cl:17][S:18](O)(=[O:20])=[O:19].P(Cl)(Cl)(Cl)(Cl)Cl.[Cl-].[P+]=O, predict the reaction product. (2) Given the reactants Cl[CH2:2][CH2:3][C:4]1[CH:5]=[C:6]2[C:10](=[CH:11][CH:12]=1)[NH:9][C:8](=[O:13])[CH2:7]2.[NH:14]1[CH2:19][CH2:18][O:17][CH2:16][CH2:15]1.C(N(C(C)C)CC)(C)C.O, predict the reaction product. The product is: [N:14]1([CH2:2][CH2:3][C:4]2[CH:5]=[C:6]3[C:10](=[CH:11][CH:12]=2)[NH:9][C:8](=[O:13])[CH2:7]3)[CH2:19][CH2:18][O:17][CH2:16][CH2:15]1. (3) The product is: [CH3:13][N:14]([C:15]1[CH:20]=[CH:19][CH:18]=[CH:17][CH:16]=1)[C:2]1[N:11]=[C:10]([N:3]([CH3:2])[C:4]2[CH:9]=[CH:8][CH:7]=[CH:6][CH:5]=2)[C:9]2[C:4](=[CH:5][CH:6]=[CH:7][CH:8]=2)[N:3]=1. Given the reactants Cl[C:2]1[N:11]=[C:10](Cl)[C:9]2[C:4](=[CH:5][CH:6]=[CH:7][CH:8]=2)[N:3]=1.[CH3:13][NH:14][C:15]1[CH:20]=[CH:19][CH:18]=[CH:17][CH:16]=1, predict the reaction product. (4) Given the reactants [Cl:1][C:2]1[CH:3]=[C:4]([C:9]([CH3:27])([CH2:13][CH2:14][N:15]2[CH2:20][CH2:19][CH:18]([N:21]3[CH2:25][CH2:24][CH2:23][C:22]3=[O:26])[CH2:17][CH2:16]2)[C:10]([OH:12])=O)[CH:5]=[CH:6][C:7]=1[Cl:8].[F:28][C:29]1[CH:34]=[CH:33][C:32]([CH:35](N)[CH3:36])=[CH:31][C:30]=1[C:38]([F:41])([F:40])[F:39].Cl.C[N:44](C(ON1N=NC2C=CC=NC1=2)=[N+](C)C)C.F[P-](F)(F)(F)(F)F.CCN(C(C)C)C(C)C, predict the reaction product. The product is: [Cl:1][C:2]1[CH:3]=[C:4]([C:9]([CH3:27])([CH2:13][CH2:14][N:15]2[CH2:20][CH2:19][CH:18]([N:21]3[CH2:25][CH2:24][CH2:23][C:22]3=[O:26])[CH2:17][CH2:16]2)[C:10]([NH:44][CH2:36][CH2:35][C:32]2[CH:33]=[CH:34][C:29]([F:28])=[C:30]([C:38]([F:41])([F:40])[F:39])[CH:31]=2)=[O:12])[CH:5]=[CH:6][C:7]=1[Cl:8]. (5) Given the reactants Cl.[NH:2]1[CH2:7][CH2:6][CH:5]([O:8][C:9]2[CH:10]=[CH:11][C:12]3[O:17][CH2:16][C:15](=[O:18])[NH:14][C:13]=3[CH:19]=2)[CH2:4][CH2:3]1.[OH-].[Na+].BrC1C=CC(S(O[CH2:33][CH:34]2[O:48][C:38]3=[C:39]4[C:44](=[CH:45][CH:46]=[C:37]3[O:36][CH2:35]2)[N:43]=[C:42]([CH3:47])[CH:41]=[CH:40]4)(=O)=O)=CC=1.CCN(C(C)C)C(C)C.C(=O)(O)[O-].[Na+].C(=O)([O-])[O-].[K+].[K+], predict the reaction product. The product is: [CH3:47][C:42]1[CH:41]=[CH:40][C:39]2[C:44](=[CH:45][CH:46]=[C:37]3[O:36][CH2:35][CH:34]([CH2:33][N:2]4[CH2:3][CH2:4][CH:5]([O:8][C:9]5[CH:10]=[CH:11][C:12]6[O:17][CH2:16][C:15](=[O:18])[NH:14][C:13]=6[CH:19]=5)[CH2:6][CH2:7]4)[O:48][C:38]3=2)[N:43]=1. (6) Given the reactants [F-].C([N+](CCCC)(CCCC)CCCC)CCC.[CH2:19]([O:26][C@@H:27]1[C@@:31]2([CH2:51][O:52][C@H:28]1[C@H:29]([N:53]1[C:68]3[N:67]=[C:60]([NH:61][C:62](=[O:66])[CH:63]([CH3:65])[CH3:64])[NH:59][C:57](=[O:58])[C:56]=3[N:55]=[CH:54]1)[O:30]2)[CH2:32][O:33][Si](C(C)(C)C)(C1C=CC=CC=1)C1C=CC=CC=1)[C:20]1[CH:25]=[CH:24][CH:23]=[CH:22][CH:21]=1, predict the reaction product. The product is: [CH2:19]([O:26][C@@H:27]1[C@@:31]2([CH2:51][O:52][C@H:28]1[C@H:29]([N:53]1[C:68]3[N:67]=[C:60]([NH:61][C:62](=[O:66])[CH:63]([CH3:64])[CH3:65])[NH:59][C:57](=[O:58])[C:56]=3[N:55]=[CH:54]1)[O:30]2)[CH2:32][OH:33])[C:20]1[CH:21]=[CH:22][CH:23]=[CH:24][CH:25]=1.